Dataset: Full USPTO retrosynthesis dataset with 1.9M reactions from patents (1976-2016). Task: Predict the reactants needed to synthesize the given product. (1) Given the product [Cl:1][CH2:2][CH2:3][CH2:4][CH:5]1[S:10][C:9]2[CH:11]=[CH:12][CH:13]=[CH:14][C:8]=2[N:7]([C:22]2[CH:21]=[CH:20][CH:19]=[C:18]([F:17])[CH:23]=2)[S:6]1(=[O:15])=[O:16], predict the reactants needed to synthesize it. The reactants are: [Cl:1][CH2:2][CH2:3][CH2:4][CH:5]1[S:10][C:9]2[CH:11]=[CH:12][CH:13]=[CH:14][C:8]=2[NH:7][S:6]1(=[O:16])=[O:15].[F:17][C:18]1[CH:19]=[C:20](B(O)O)[CH:21]=[CH:22][CH:23]=1. (2) Given the product [Cl:1][C:2]1[C:7]([C:20]#[C:19][C:16]2[CH:17]=[CH:18][C:13]([C:12]([F:11])([F:22])[F:23])=[CH:14][CH:15]=2)=[C:6]([CH3:9])[N:5]=[CH:4][N:3]=1, predict the reactants needed to synthesize it. The reactants are: [Cl:1][C:2]1[C:7](I)=[C:6]([CH3:9])[N:5]=[CH:4][N:3]=1.[Br-].[F:11][C:12]([F:23])([F:22])[C:13]1[CH:18]=[CH:17][C:16]([C:19]#[C:20][Zn+])=[CH:15][CH:14]=1.O1CCCC1. (3) Given the product [F:1][C:2]1[C:10]([O:11][CH3:12])=[CH:9][CH:8]=[C:7]([N:13]2[N:17]=[CH:16][CH:15]=[N:14]2)[C:3]=1[C:4]([N:21]1[CH2:22][CH2:23][CH2:24][C@@H:19]([CH3:18])[C@H:20]1[CH2:25][NH:26][C:38]1[CH:43]=[CH:42][C:41]([C:44]([F:47])([F:46])[F:45])=[CH:40][N:39]=1)=[O:6], predict the reactants needed to synthesize it. The reactants are: [F:1][C:2]1[C:10]([O:11][CH3:12])=[CH:9][CH:8]=[C:7]([N:13]2[N:17]=[CH:16][CH:15]=[N:14]2)[C:3]=1[C:4]([OH:6])=O.[CH3:18][C@@H:19]1[CH2:24][CH2:23][CH2:22][NH:21][C@@H:20]1[CH2:25][N:26]1C(=O)C2C(=CC=CC=2)C1=O.F[C:38]1[CH:43]=[CH:42][C:41]([C:44]([F:47])([F:46])[F:45])=[CH:40][N:39]=1.